This data is from Forward reaction prediction with 1.9M reactions from USPTO patents (1976-2016). The task is: Predict the product of the given reaction. Given the reactants [Br:1][C:2]1[CH:8]=[CH:7][C:5]([NH2:6])=[CH:4][C:3]=1[C:9]([F:12])([F:11])[F:10].[ClH:13], predict the reaction product. The product is: [ClH:13].[Br:1][C:2]1[CH:8]=[CH:7][C:5]([NH2:6])=[CH:4][C:3]=1[C:9]([F:10])([F:11])[F:12].